This data is from Catalyst prediction with 721,799 reactions and 888 catalyst types from USPTO. The task is: Predict which catalyst facilitates the given reaction. Reactant: [F:1][C:2]1[CH:7]=[CH:6][C:5]([S:8]([N:11]2[C:20]3[C:15](=[CH:16][C:17]([C:21]([OH:30])([C:26]([F:29])([F:28])[F:27])[C:22]([F:25])([F:24])[F:23])=[CH:18][CH:19]=3)[CH2:14][CH2:13][C@H:12]2[CH2:31][C:32]2[O:36][C:35]([CH2:37][C:38](O)=[O:39])=[N:34][N:33]=2)(=[O:10])=[O:9])=[CH:4][CH:3]=1.[NH3:41]. Product: [F:1][C:2]1[CH:7]=[CH:6][C:5]([S:8]([N:11]2[C:20]3[C:15](=[CH:16][C:17]([C:21]([OH:30])([C:22]([F:24])([F:25])[F:23])[C:26]([F:28])([F:29])[F:27])=[CH:18][CH:19]=3)[CH2:14][CH2:13][C@H:12]2[CH2:31][C:32]2[O:36][C:35]([CH2:37][C:38]([NH2:41])=[O:39])=[N:34][N:33]=2)(=[O:9])=[O:10])=[CH:4][CH:3]=1. The catalyst class is: 5.